From a dataset of Catalyst prediction with 721,799 reactions and 888 catalyst types from USPTO. Predict which catalyst facilitates the given reaction. Reactant: [F:1][C:2]1[CH:19]=[CH:18][C:17]([C:20]([F:23])([F:22])[F:21])=[CH:16][C:3]=1[O:4][C:5]1[C:14]2[CH:13]=[CH:12][CH:11]=[C:10]([NH2:15])[C:9]=2[CH:8]=[CH:7][N:6]=1.[Cl:24][C:25]1[CH:33]=[CH:32][C:31]([CH2:34][NH:35][C:36](=[O:41])[C:37]([CH3:40])([CH3:39])[CH3:38])=[CH:30][C:26]=1[C:27](O)=[O:28].C(Cl)(=O)C(Cl)=O.CCN(C(C)C)C(C)C. Product: [Cl:24][C:25]1[CH:33]=[CH:32][C:31]([CH2:34][NH:35][C:36](=[O:41])[C:37]([CH3:39])([CH3:38])[CH3:40])=[CH:30][C:26]=1[C:27]([NH:15][C:10]1[CH:11]=[CH:12][CH:13]=[C:14]2[C:9]=1[CH:8]=[CH:7][N:6]=[C:5]2[O:4][C:3]1[CH:16]=[C:17]([C:20]([F:21])([F:23])[F:22])[CH:18]=[CH:19][C:2]=1[F:1])=[O:28]. The catalyst class is: 85.